From a dataset of Full USPTO retrosynthesis dataset with 1.9M reactions from patents (1976-2016). Predict the reactants needed to synthesize the given product. Given the product [CH3:35][C@H:53]1[CH2:52][N:51]([C:2]2[CH:3]=[C:4]([C:8]3[CH:13]=[CH:12][N:11]=[C:10]([NH:14][C:15]4[CH:16]=[C:17]([NH:22][C:23]([C:25]5[N:26]=[C:27]([CH3:34])[O:28][C:29]=5[C:30]([F:33])([F:32])[F:31])=[O:24])[CH:18]=[CH:19][C:20]=4[CH3:21])[N:9]=3)[CH:5]=[N:6][CH:7]=2)[CH2:58][C@@H:57]([CH3:56])[O:55]1, predict the reactants needed to synthesize it. The reactants are: Br[C:2]1[CH:3]=[C:4]([C:8]2[CH:13]=[CH:12][N:11]=[C:10]([NH:14][C:15]3[CH:16]=[C:17]([NH:22][C:23]([C:25]4[N:26]=[C:27]([CH3:34])[O:28][C:29]=4[C:30]([F:33])([F:32])[F:31])=[O:24])[CH:18]=[CH:19][C:20]=3[CH3:21])[N:9]=2)[CH:5]=[N:6][CH:7]=1.[CH3:35]C1COCCN1C.[O-]P([O-])([O-])=O.[K+].[K+].[K+].[NH:51]1[CH2:58][CH2:57][CH2:56][C@H:52]1[C:53]([OH:55])=O.